From a dataset of Full USPTO retrosynthesis dataset with 1.9M reactions from patents (1976-2016). Predict the reactants needed to synthesize the given product. (1) Given the product [Cl:39][C:33]1[CH:34]=[CH:35][CH:36]=[C:37]([F:38])[C:32]=1[CH2:31][CH:15]1[CH2:16][CH2:17][CH2:18][N:13]([C@H:10]2[CH2:9][CH2:8][C@H:7]([O:6][Si:5]([C:1]([CH3:4])([CH3:3])[CH3:2])([CH3:21])[CH3:20])[CH2:12][CH2:11]2)[C:14]1=[O:19], predict the reactants needed to synthesize it. The reactants are: [C:1]([Si:5]([CH3:21])([CH3:20])[O:6][C@H:7]1[CH2:12][CH2:11][C@H:10]([N:13]2[CH2:18][CH2:17][CH2:16][CH2:15][C:14]2=[O:19])[CH2:9][CH2:8]1)([CH3:4])([CH3:3])[CH3:2].[Li+].CC([N-]C(C)C)C.Br[CH2:31][C:32]1[C:37]([F:38])=[CH:36][CH:35]=[CH:34][C:33]=1[Cl:39]. (2) Given the product [Cl:1][C:2]1[C:3]([O:12][C:13]2[CH:18]=[C:17]([O:19][CH2:20][CH2:21][O:22][CH3:23])[CH:16]=[CH:15][C:14]=2/[CH:24]=[C:25](\[CH3:31])/[C:26]([OH:28])=[O:27])=[N:4][CH:5]=[C:6]([C:8]([F:9])([F:11])[F:10])[CH:7]=1, predict the reactants needed to synthesize it. The reactants are: [Cl:1][C:2]1[C:3]([O:12][C:13]2[CH:18]=[C:17]([O:19][CH2:20][CH2:21][O:22][CH3:23])[CH:16]=[CH:15][C:14]=2/[CH:24]=[C:25](\[CH3:31])/[C:26]([O:28]CC)=[O:27])=[N:4][CH:5]=[C:6]([C:8]([F:11])([F:10])[F:9])[CH:7]=1.[OH-].[Na+].Cl. (3) Given the product [F:8][C:7]1[C:2]([F:1])=[C:3]([Si:10]([CH3:12])([CH3:11])[CH3:13])[CH:4]=[C:5]([CH3:9])[C:6]=1[C:22]([C@@H:24]1[CH2:29][CH2:28][CH2:27][N:26]([C:30]([O:32][C:33]([CH3:36])([CH3:35])[CH3:34])=[O:31])[CH2:25]1)=[O:23], predict the reactants needed to synthesize it. The reactants are: [F:1][C:2]1[C:7]([F:8])=[CH:6][C:5]([CH3:9])=[CH:4][C:3]=1[Si:10]([CH3:13])([CH3:12])[CH3:11].[Li]CCCC.CON(C)[C:22]([C@@H:24]1[CH2:29][CH2:28][CH2:27][N:26]([C:30]([O:32][C:33]([CH3:36])([CH3:35])[CH3:34])=[O:31])[CH2:25]1)=[O:23]. (4) Given the product [F:8][C:9]1[CH:14]=[CH:13][C:12]([CH2:15][N:16]([CH3:29])[CH:17]2[CH2:21][CH2:20][NH:19][CH2:18]2)=[C:11]([C:30]([F:33])([F:31])[F:32])[CH:10]=1, predict the reactants needed to synthesize it. The reactants are: FC(F)(F)C(O)=O.[F:8][C:9]1[CH:14]=[CH:13][C:12]([CH2:15][N:16]([CH3:29])[CH:17]2[CH2:21][CH2:20][N:19](C(OC(C)(C)C)=O)[CH2:18]2)=[C:11]([C:30]([F:33])([F:32])[F:31])[CH:10]=1. (5) Given the product [CH2:21]([NH:23][CH2:6][CH2:7][CH2:8][CH2:9][NH:10][C:11](=[O:12])[O:13][CH2:14][C:15]1[CH:20]=[CH:19][CH:18]=[CH:17][CH:16]=1)[CH3:22], predict the reactants needed to synthesize it. The reactants are: CS(O[CH2:6][CH2:7][CH2:8][CH2:9][NH:10][C:11]([O:13][CH2:14][C:15]1[CH:20]=[CH:19][CH:18]=[CH:17][CH:16]=1)=[O:12])(=O)=O.[CH2:21]([NH2:23])[CH3:22]. (6) The reactants are: Cl.[F:2][C:3]1[CH:4]=[C:5]([NH:13][NH2:14])[CH:6]=[CH:7][C:8]=1[S:9]([CH3:12])(=[O:11])=[O:10].[F:15][C:16]([F:30])([F:29])[C:17](=O)[CH2:18][C:19]([C:21]1[CH:26]=[CH:25][C:24]([Br:27])=[CH:23][CH:22]=1)=O. Given the product [Br:27][C:24]1[CH:23]=[CH:22][C:21]([C:19]2[N:13]([C:5]3[CH:6]=[CH:7][C:8]([S:9]([CH3:12])(=[O:10])=[O:11])=[C:3]([F:2])[CH:4]=3)[N:14]=[C:17]([C:16]([F:15])([F:29])[F:30])[CH:18]=2)=[CH:26][CH:25]=1, predict the reactants needed to synthesize it.